From a dataset of Full USPTO retrosynthesis dataset with 1.9M reactions from patents (1976-2016). Predict the reactants needed to synthesize the given product. (1) Given the product [CH3:30][CH:31]([O:33][C:34]1[CH:39]=[CH:38][C:37]([N:8]2[C:7](=[O:14])[C:6]([CH2:15][C:16]3[CH:21]=[CH:20][C:19]([C:22]4[C:23]([C:28]#[N:29])=[CH:24][CH:25]=[CH:26][CH:27]=4)=[CH:18][CH:17]=3)=[C:5]([CH2:1][CH2:2][CH2:3][CH3:4])[N:10]3[N:11]=[CH:12][N:13]=[C:9]23)=[CH:36][CH:35]=1)[CH3:32], predict the reactants needed to synthesize it. The reactants are: [CH2:1]([C:5]1[N:10]2[N:11]=[CH:12][N:13]=[C:9]2[NH:8][C:7](=[O:14])[C:6]=1[CH2:15][C:16]1[CH:21]=[CH:20][C:19]([C:22]2[C:23]([C:28]#[N:29])=[CH:24][CH:25]=[CH:26][CH:27]=2)=[CH:18][CH:17]=1)[CH2:2][CH2:3][CH3:4].[CH3:30][CH:31]([O:33][C:34]1[CH:39]=[CH:38][C:37](B(O)O)=[CH:36][CH:35]=1)[CH3:32].C(N(CC)CC)C.N1C=CC=CC=1. (2) The reactants are: Br[C:2]1[CH:3]=[C:4]([N:8]2[C:12]3[CH2:13][S:14](=[O:18])(=[O:17])[CH2:15][CH2:16][C:11]=3[C:10]([C:19]([NH2:21])=[O:20])=[N:9]2)[CH:5]=[CH:6][CH:7]=1.[C:22]([C@:24]1([OH:31])[CH2:28][CH2:27][N:26]([CH3:29])[C:25]1=[O:30])#[CH:23]. Given the product [OH:31][C@@:24]1([C:22]#[C:23][C:2]2[CH:3]=[C:4]([N:8]3[C:12]4[CH2:13][S:14](=[O:18])(=[O:17])[CH2:15][CH2:16][C:11]=4[C:10]([C:19]([NH2:21])=[O:20])=[N:9]3)[CH:5]=[CH:6][CH:7]=2)[CH2:28][CH2:27][N:26]([CH3:29])[C:25]1=[O:30], predict the reactants needed to synthesize it. (3) Given the product [C:14]1([S:20]([N:3]2[CH2:4][C@H:5]3[CH2:12][CH2:13][C@@H:2]2[C@H:7]([C:8]([OH:10])=[O:9])[CH2:6]3)(=[O:22])=[O:21])[CH:19]=[CH:18][CH:17]=[CH:16][CH:15]=1, predict the reactants needed to synthesize it. The reactants are: I.[CH:2]12[CH2:13][CH2:12][CH:5]([CH2:6][CH:7]1[C:8]([O:10]C)=[O:9])[CH2:4][NH:3]2.[C:14]1([S:20](Cl)(=[O:22])=[O:21])[CH:19]=[CH:18][CH:17]=[CH:16][CH:15]=1.